From a dataset of Full USPTO retrosynthesis dataset with 1.9M reactions from patents (1976-2016). Predict the reactants needed to synthesize the given product. (1) Given the product [CH3:23][O:22][CH2:21][CH2:20][O:19][C:16]1[CH:17]=[CH:18][C:13]([O:12][C:8]2[CH:9]=[C:10]([CH3:11])[C:5]([C:3]3[N:25]=[C:26]([NH2:28])[S:27][CH:2]=3)=[C:6]([CH3:24])[CH:7]=2)=[CH:14][CH:15]=1, predict the reactants needed to synthesize it. The reactants are: Br[CH2:2][C:3]([C:5]1[C:10]([CH3:11])=[CH:9][C:8]([O:12][C:13]2[CH:18]=[CH:17][C:16]([O:19][CH2:20][CH2:21][O:22][CH3:23])=[CH:15][CH:14]=2)=[CH:7][C:6]=1[CH3:24])=O.[NH2:25][C:26]([NH2:28])=[S:27]. (2) Given the product [Br:1][C:2]1[C:7]([O:8][CH3:9])=[CH:6][CH:5]=[C:4]([Br:12])[C:3]=1[O:10][CH3:11], predict the reactants needed to synthesize it. The reactants are: [Br:1][C:2]1[C:7]([O:8][CH3:9])=[CH:6][CH:5]=[CH:4][C:3]=1[O:10][CH3:11].[Br:12]N1C(=O)CCC1=O. (3) The reactants are: [Br:1][C:2]1[CH:3]=[CH:4][C:5]([O:18][CH2:19][CH:20]([F:22])[F:21])=[C:6]([CH:17]=1)[CH2:7][CH:8](C(OC)=O)[C:9]([O:11][CH3:12])=[O:10].[Cl-].[Li+].O. Given the product [Br:1][C:2]1[CH:3]=[CH:4][C:5]([O:18][CH2:19][CH:20]([F:21])[F:22])=[C:6]([CH2:7][CH2:8][C:9]([O:11][CH3:12])=[O:10])[CH:17]=1, predict the reactants needed to synthesize it. (4) Given the product [Cl:1][C:2]([Cl:7])([Cl:6])[C:3]([N:9]1[CH2:10][C:11]2[C:16](=[CH:15][CH:14]=[CH:13][CH:12]=2)[CH2:8]1)=[O:4], predict the reactants needed to synthesize it. The reactants are: [Cl:1][C:2]([Cl:7])([Cl:6])[C:3](Cl)=[O:4].[CH2:8]1[C:16]2[C:11](=[CH:12][CH:13]=[CH:14][CH:15]=2)[CH2:10][NH:9]1.CCN(CC)CC. (5) Given the product [OH:15][C:14]1[C:9](=[O:8])[NH:10][N:11]=[C:12]([CH2:23][CH2:24][C:25]2[CH:26]=[N:27][CH:28]=[C:29]([C:31]([F:32])([F:33])[F:34])[CH:30]=2)[CH:13]=1, predict the reactants needed to synthesize it. The reactants are: C([O:8][C:9]1[N:10]=[N:11][C:12]([C:23]#[C:24][C:25]2[CH:26]=[N:27][CH:28]=[C:29]([C:31]([F:34])([F:33])[F:32])[CH:30]=2)=[CH:13][C:14]=1[O:15]CC1C=CC=CC=1)C1C=CC=CC=1.